This data is from Peptide-MHC class II binding affinity with 134,281 pairs from IEDB. The task is: Regression. Given a peptide amino acid sequence and an MHC pseudo amino acid sequence, predict their binding affinity value. This is MHC class II binding data. (1) The peptide sequence is EGHHLASAAIFGHDG. The binding affinity (normalized) is 0.422. The MHC is HLA-DQA10301-DQB10302 with pseudo-sequence HLA-DQA10301-DQB10302. (2) The peptide sequence is KGGRKPARLIVYPDLGSRVC. The MHC is DRB4_0101 with pseudo-sequence DRB4_0103. The binding affinity (normalized) is 0.489. (3) The binding affinity (normalized) is 0.441. The peptide sequence is MENRWQVMIVWQVDR. The MHC is DRB3_0101 with pseudo-sequence DRB3_0101. (4) The peptide sequence is GITIKKTGQALVVGI. The MHC is HLA-DQA10401-DQB10402 with pseudo-sequence HLA-DQA10401-DQB10402. The binding affinity (normalized) is 0.275. (5) The peptide sequence is AEMVIHHQHVQDCDE. The MHC is HLA-DQA10501-DQB10402 with pseudo-sequence HLA-DQA10501-DQB10402. The binding affinity (normalized) is 0.432. (6) The peptide sequence is ELQMSWLPLCVRLER. The MHC is HLA-DQA10103-DQB10603 with pseudo-sequence HLA-DQA10103-DQB10603. The binding affinity (normalized) is 0.492. (7) The peptide sequence is FPIDHAVIISPLSKC. The MHC is H-2-IAb with pseudo-sequence H-2-IAb. The binding affinity (normalized) is 0.349.